From a dataset of Peptide-MHC class II binding affinity with 134,281 pairs from IEDB. Regression. Given a peptide amino acid sequence and an MHC pseudo amino acid sequence, predict their binding affinity value. This is MHC class II binding data. (1) The peptide sequence is VAIDRPAEVRKVCYN. The MHC is DRB1_0901 with pseudo-sequence DRB1_0901. The binding affinity (normalized) is 0.457. (2) The peptide sequence is DMTPADALDD. The binding affinity (normalized) is 0. The MHC is HLA-DQA10101-DQB10501 with pseudo-sequence HLA-DQA10101-DQB10501.